The task is: Regression/Classification. Given a drug SMILES string, predict its absorption, distribution, metabolism, or excretion properties. Task type varies by dataset: regression for continuous measurements (e.g., permeability, clearance, half-life) or binary classification for categorical outcomes (e.g., BBB penetration, CYP inhibition). For this dataset (vdss_lombardo), we predict log10(VDss) (log10 of volume of distribution in L/kg).. This data is from Volume of distribution at steady state (VDss) regression data from Lombardo et al.. (1) The drug is O/N=C/c1cc[n+](COC[n+]2ccc(/C=N/O)cc2)cc1. The log10(VDss) is -0.770. (2) The compound is CC(C)(C)c1cnc(CSc2cnc(NC(=O)C3CC[NH2+]CC3)s2)o1. The log10(VDss) is 0.710.